This data is from Reaction yield outcomes from USPTO patents with 853,638 reactions. The task is: Predict the reaction yield, written as a fraction of the theoretical maximum amount of product (1.0 means a 100% yield; for example, 0.34 means a 34% yield). (1) The reactants are [Mg].Br[C:3]1[CH:4]=[C:5]2[C:10](=[CH:11][CH:12]=1)[CH:9]=[C:8]([N:13]([CH3:15])[CH3:14])[C:7]([CH:16]=[CH2:17])=[CH:6]2.[O:18]=[C:19]1[CH2:23][N:22]([C:24]([O:26][C:27]([CH3:30])([CH3:29])[CH3:28])=[O:25])[C@H:21]([C:31]([O:33][CH3:34])=[O:32])[CH2:20]1. The catalyst is C1COCC1.C1(C)C=CC=CC=1. The product is [CH3:14][N:13]([CH3:15])[C:8]1[CH:9]=[C:10]2[C:5](=[CH:6][C:7]=1[CH:16]=[CH2:17])[CH:4]=[C:3]([C@@:19]1([OH:18])[CH2:23][N:22]([C:24]([O:26][C:27]([CH3:29])([CH3:30])[CH3:28])=[O:25])[C@H:21]([C:31]([O:33][CH3:34])=[O:32])[CH2:20]1)[CH:12]=[CH:11]2. The yield is 0.360. (2) The reactants are [F:1][C:2]1[CH:37]=[CH:36][C:5]([CH2:6][O:7][CH2:8][C:9]([NH:11][CH2:12][CH2:13][CH2:14][C:15]2[CH:20]=[CH:19][C:18]([CH2:21][NH:22][C@@H:23]([CH2:26][C:27]3[C:35]4[C:30](=[CH:31][CH:32]=[CH:33][CH:34]=4)[NH:29][CH:28]=3)[CH2:24][OH:25])=[CH:17][CH:16]=2)=[O:10])=[CH:4][CH:3]=1.Br[CH2:39][CH2:40][OH:41].C([O-])([O-])=O.[K+].[K+]. The catalyst is C(#N)C. The product is [F:1][C:2]1[CH:37]=[CH:36][C:5]([CH2:6][O:7][CH2:8][C:9]([NH:11][CH2:12][CH2:13][CH2:14][C:15]2[CH:20]=[CH:19][C:18]([CH2:21][N:22]([C@@H:23]([CH2:26][C:27]3[C:35]4[C:30](=[CH:31][CH:32]=[CH:33][CH:34]=4)[NH:29][CH:28]=3)[CH2:24][OH:25])[CH2:39][CH2:40][OH:41])=[CH:17][CH:16]=2)=[O:10])=[CH:4][CH:3]=1. The yield is 0.360. (3) The reactants are C[O:2][C:3]([C:5]1[CH:10]=[CH:9][CH:8]=[C:7]([N+:11]([O-])=O)[C:6]=1[CH:14](C(OC)=O)[C:15]([O:17]C)=O)=[O:4]. The catalyst is Cl. The product is [C:3]([C:5]1[CH:10]=[CH:9][CH:8]=[C:7]2[C:6]=1[CH2:14][C:15](=[O:17])[NH:11]2)([OH:2])=[O:4]. The yield is 0.370.